From a dataset of Forward reaction prediction with 1.9M reactions from USPTO patents (1976-2016). Predict the product of the given reaction. (1) Given the reactants C([Li])CCC.C(NC(C)C)(C)C.[Cl:13][C:14]1[C:19]([Cl:20])=[CH:18][C:17]([C:21]([F:24])([F:23])[F:22])=[C:16]([Cl:25])[N:15]=1.ClC1C(Cl)=C([Li])C(C(F)(F)F)=C(Cl)N=1.[CH3:40][O:41][C:42]1[C:49]([O:50][CH3:51])=[C:48]([O:52][CH3:53])[CH:47]=[C:46]([CH3:54])[C:43]=1[CH:44]=[O:45], predict the reaction product. The product is: [CH3:40][O:41][C:42]1[C:49]([O:50][CH3:51])=[C:48]([O:52][CH3:53])[CH:47]=[C:46]([CH3:54])[C:43]=1[CH:44]([C:18]1[C:17]([C:21]([F:24])([F:22])[F:23])=[C:16]([Cl:25])[N:15]=[C:14]([Cl:13])[C:19]=1[Cl:20])[OH:45]. (2) Given the reactants Cl[C:2]1[C:10]2[C:5](=[CH:6][CH:7]=[CH:8][CH:9]=2)[N:4]([C:11]2[CH:16]=[CH:15][CH:14]=[CH:13][CH:12]=2)[N:3]=1.[NH2:17][C:18]1[CH:23]=[CH:22][CH:21]=[CH:20][CH:19]=1.CC(C)([O-])C.[Na+].C(P(C(C)(C)C)C1(C)CC1(C1C=CC=CC=1)C1C=CC=CC=1)(C)(C)C.[Cl-].[NH4+], predict the reaction product. The product is: [C:11]1([N:4]2[C:5]3[C:10](=[CH:9][CH:8]=[CH:7][CH:6]=3)[C:2]([NH:17][C:18]3[CH:23]=[CH:22][CH:21]=[CH:20][CH:19]=3)=[N:3]2)[CH:16]=[CH:15][CH:14]=[CH:13][CH:12]=1. (3) Given the reactants [Br:1][C:2]1[CH:7]=[CH:6][C:5]([Cl:8])=[CH:4][C:3]=1I.[CH2:10]([O:12][C:13](OCC)([O:16]CC)[C:14]#[CH:15])[CH3:11], predict the reaction product. The product is: [Br:1][C:2]1[CH:7]=[CH:6][C:5]([Cl:8])=[CH:4][C:3]=1[C:15]#[C:14][C:13]([O:12][CH2:10][CH3:11])=[O:16]. (4) Given the reactants [NH2:1][C:2]1[CH:10]=[C:9]([S:11]([F:16])([F:15])([F:14])([F:13])[F:12])[CH:8]=[CH:7][C:3]=1[C:4](O)=[O:5].Cl.[CH3:18][NH:19][O:20][CH3:21], predict the reaction product. The product is: [NH2:1][C:2]1[CH:10]=[C:9]([S:11]([F:16])([F:15])([F:14])([F:13])[F:12])[CH:8]=[CH:7][C:3]=1[C:4]([N:19]([O:20][CH3:21])[CH3:18])=[O:5]. (5) The product is: [CH3:1][N:2]([S:15]([C:18]1[CH:23]=[CH:22][CH:21]=[CH:20][C:19]=1[C:24]([F:27])([F:26])[F:25])(=[O:17])=[O:16])[C:3]1[CH:4]=[CH:5][CH:6]=[C:7]2[C:11]=1[NH:10][C:9]([C:12](=[S:37])[NH2:14])=[CH:8]2. Given the reactants [CH3:1][N:2]([S:15]([C:18]1[CH:23]=[CH:22][CH:21]=[CH:20][C:19]=1[C:24]([F:27])([F:26])[F:25])(=[O:17])=[O:16])[C:3]1[CH:4]=[CH:5][CH:6]=[C:7]2[C:11]=1[NH:10][C:9]([C:12]([NH2:14])=O)=[CH:8]2.COC1C=CC(P2(SP(C3C=CC(OC)=CC=3)(=S)S2)=[S:37])=CC=1, predict the reaction product. (6) Given the reactants C([O:3][C:4](=[O:30])[CH2:5][S:6][C:7]1[S:11][C:10]([NH:12][C:13]([N:15]([C:20]2[CH:25]=[CH:24][CH:23]=[C:22]([NH:26][C:27](=[O:29])[CH3:28])[CH:21]=2)[CH2:16][CH:17]2[CH2:19][CH2:18]2)=[O:14])=[N:9][CH:8]=1)C.C1(CN(C2C=CC(F)=C(F)C=2)C(=O)NC2SC=C(CC(O)=O)N=2)CCCC1.NC1C=C(NC(=O)C)C=CC=1.C1(C=O)CC1.C(OC(=O)CSC1SC(N)=NC=1)C, predict the reaction product. The product is: [C:27]([NH:26][C:22]1[CH:21]=[C:20]([N:15]([CH2:16][CH:17]2[CH2:18][CH2:19]2)[C:13](=[O:14])[NH:12][C:10]2[S:11][C:7]([S:6][CH2:5][C:4]([OH:30])=[O:3])=[CH:8][N:9]=2)[CH:25]=[CH:24][CH:23]=1)(=[O:29])[CH3:28]. (7) The product is: [CH3:1][C:2]1[C:10]2[CH2:9][O:8][C:7](=[O:11])[C:6]=2[CH:5]=[CH:4][C:3]=1[S:12]([CH2:14][CH:15]1[CH2:20][CH2:19][NH:18][CH2:17][CH2:16]1)=[O:13]. Given the reactants [CH3:1][C:2]1[C:10]2[CH2:9][O:8][C:7](=[O:11])[C:6]=2[CH:5]=[CH:4][C:3]=1[S:12]([CH2:14][CH:15]1[CH2:20][CH2:19][N:18](C(OC(C)(C)C)=O)[CH2:17][CH2:16]1)=[O:13].FC(CC(O)=O)(F)F, predict the reaction product.